Dataset: Reaction yield outcomes from USPTO patents with 853,638 reactions. Task: Predict the reaction yield, written as a fraction of the theoretical maximum amount of product (1.0 means a 100% yield; for example, 0.34 means a 34% yield). (1) The reactants are [O:1]1[CH2:6][CH2:5][CH2:4][CH2:3][CH:2]1[O:7][CH:8]1[CH2:11][CH:10]([CH2:12][CH2:13][OH:14])[CH2:9]1.C1(P(C2C=CC=CC=2)C2C=CC=CC=2)C=CC=CC=1.[Br:34][C:35]1[CH:40]=[CH:39][C:38](O)=[CH:37][CH:36]=1.CCOC(/N=N/C(OCC)=O)=O. The catalyst is O1CCCC1.C(OCC)(=O)C. The product is [Br:34][C:35]1[CH:40]=[CH:39][C:38]([O:14][CH2:13][CH2:12][CH:10]2[CH2:9][CH:8]([O:7][CH:2]3[CH2:3][CH2:4][CH2:5][CH2:6][O:1]3)[CH2:11]2)=[CH:37][CH:36]=1. The yield is 0.324. (2) The reactants are [Br:1][C:2]1[CH:7]=[C:6]([Cl:8])[N:5]=[N:4][C:3]=1[NH2:9].Cl[CH2:11][CH:12]=O. The catalyst is C(O)C. The product is [Br:1][C:2]1[C:3]2[N:4]([CH:11]=[CH:12][N:9]=2)[N:5]=[C:6]([Cl:8])[CH:7]=1. The yield is 0.710.